This data is from CYP2C9 inhibition data for predicting drug metabolism from PubChem BioAssay. The task is: Regression/Classification. Given a drug SMILES string, predict its absorption, distribution, metabolism, or excretion properties. Task type varies by dataset: regression for continuous measurements (e.g., permeability, clearance, half-life) or binary classification for categorical outcomes (e.g., BBB penetration, CYP inhibition). Dataset: cyp2c9_veith. The compound is CC(=O)COc1ccc2c(C)c(C)c(=O)oc2c1. The result is 1 (inhibitor).